This data is from Catalyst prediction with 721,799 reactions and 888 catalyst types from USPTO. The task is: Predict which catalyst facilitates the given reaction. Reactant: [OH:1][C:2]1[CH:3]=[C:4]([CH:7]=[CH:8][CH:9]=1)[CH:5]=[O:6].C(N(CC)C(C1C=C([C@H](C2C=CC=C(O)C=2)N2[C@@H](C)CN(CC3C=C(C=CC=3)OCC(O)=O)[C@H](C)C2)C=CC=1)=O)C.C(=O)([O-])[O-].[K+].[K+].Br[CH2:58][C:59]([O:61][CH2:62][CH3:63])=[O:60]. Product: [CH:5]([C:4]1[CH:3]=[C:2]([CH:9]=[CH:8][CH:7]=1)[O:1][CH2:58][C:59]([O:61][CH2:62][CH3:63])=[O:60])=[O:6]. The catalyst class is: 7.